From a dataset of Forward reaction prediction with 1.9M reactions from USPTO patents (1976-2016). Predict the product of the given reaction. (1) Given the reactants [O:1]1[CH2:6][CH2:5][N:4]([CH2:7][CH2:8][NH:9][CH2:10]/[C:11](/[CH2:27][O:28][C:29]2[C:38]3[C:33](=[CH:34][CH:35]=[CH:36][CH:37]=3)[CH:32]=[CH:31][CH:30]=2)=[CH:12]/[CH2:13][CH2:14][CH2:15][CH2:16][C:17]([NH:19][O:20]C2CCCCO2)=[O:18])[CH2:3][CH2:2]1.FC(F)(F)C(O)=O, predict the reaction product. The product is: [OH:20][NH:19][C:17](=[O:18])[CH2:16][CH2:15][CH2:14][CH2:13]/[CH:12]=[C:11](\[CH2:27][O:28][C:29]1[C:38]2[C:33](=[CH:34][CH:35]=[CH:36][CH:37]=2)[CH:32]=[CH:31][CH:30]=1)/[CH2:10][NH:9][CH2:8][CH2:7][N:4]1[CH2:5][CH2:6][O:1][CH2:2][CH2:3]1. (2) Given the reactants [CH3:1][C:2]1[CH:7]=[C:6]([N+:8]([O-:10])=[O:9])[CH:5]=[CH:4][C:3]=1[N:11]=[C:12]=[S:13].[CH2:14]([NH2:18])[CH:15]([CH3:17])[CH3:16].Cl[CH2:20][C:21](O)=[O:22], predict the reaction product. The product is: [CH3:1][C:2]1[CH:7]=[C:6]([N+:8]([O-:10])=[O:9])[CH:5]=[CH:4][C:3]=1[N:11]=[C:12]1[N:18]([CH2:14][CH:15]([CH3:17])[CH3:16])[C:21](=[O:22])[CH2:20][S:13]1. (3) Given the reactants [Br:1][C:2]1[CH:7]=[CH:6][N:5]=[C:4]([C:8]([OH:10])=O)[CH:3]=1.[CH:11]([C:14]1[CH:15]=[C:16]([CH:18]=[CH:19][CH:20]=1)[NH2:17])([CH3:13])[CH3:12], predict the reaction product. The product is: [Br:1][C:2]1[CH:7]=[CH:6][N:5]=[C:4]([C:8]([NH:17][C:16]2[CH:18]=[CH:19][CH:20]=[C:14]([CH:11]([CH3:13])[CH3:12])[CH:15]=2)=[O:10])[CH:3]=1. (4) Given the reactants Br[CH2:2][C:3]1[C:8]([S:9][CH3:10])=[CH:7][CH:6]=[CH:5][C:4]=1[N:11]1[C:15](=[O:16])[N:14]([CH3:17])[N:13]=[N:12]1.[Cl:18][C:19]1[N:23]([CH3:24])[N:22]=[C:21]([C:25]2[CH:30]=[CH:29][C:28]([OH:31])=[C:27]([CH3:32])[CH:26]=2)[C:20]=1[CH3:33].C(=O)([O-])[O-].[K+].[K+], predict the reaction product. The product is: [CH3:10][S:9][C:8]1[C:3]([CH2:2][O:31][C:28]2[CH:29]=[CH:30][C:25]([C:21]3[C:20]([CH3:33])=[C:19]([Cl:18])[N:23]([CH3:24])[N:22]=3)=[CH:26][C:27]=2[CH3:32])=[C:4]([N:11]2[C:15](=[O:16])[N:14]([CH3:17])[N:13]=[N:12]2)[CH:5]=[CH:6][CH:7]=1. (5) The product is: [F:13][C:14]([F:23])([CH:18]([OH:22])[CH2:19][CH2:20][CH3:21])[C:15]([O:17][CH3:2])=[O:16]. Given the reactants O.[C:2]1(C)C=CC(S(O)(=O)=O)=CC=1.[F:13][C:14]([F:23])([CH:18]([OH:22])[CH2:19][CH2:20][CH3:21])[C:15]([OH:17])=[O:16].C(=O)([O-])O.[Na+], predict the reaction product. (6) Given the reactants FC(F)(F)C(O)=O.[Cl:8][C:9]1[N:17]=[C:16]2[C:12]([N:13]=[CH:14][N:15]2[C@@H:18]2[CH2:22][C@H:21]([NH:23][C:24](=[O:27])[CH2:25][CH3:26])[C@@H:20]([OH:28])[C@H:19]2[OH:29])=[C:11]([NH:30][CH2:31][C:32]2[C:41]3[C:36](=[CH:37][CH:38]=[CH:39][CH:40]=3)[CH:35]=[CH:34][CH:33]=2)[N:10]=1.[CH:42]1[C:54]2C(CN)C3C(=CC=CC=3)C=2C=C[CH:43]=1, predict the reaction product. The product is: [Cl:8][C:9]1[N:17]=[C:16]2[C:12]([N:13]=[CH:14][N:15]2[C@@H:18]2[CH2:22][C@H:21]([NH:23][C:24](=[O:27])[CH2:25][CH3:26])[C@@H:20]([OH:28])[C@H:19]2[OH:29])=[C:11]([NH:30][CH2:31][CH:32]2[C:54]3[CH:42]=[CH:43][CH:33]=[CH:34][C:35]=3[C:36]3[C:41]2=[CH:40][CH:39]=[CH:38][CH:37]=3)[N:10]=1. (7) Given the reactants [CH3:1][C:2]1[C:3]([C:11]2[S:15][C:14]([C:16]([OH:18])=O)=[CH:13][CH:12]=2)=[N:4][O:5][C:6]=1[C:7]([F:10])([F:9])[F:8].[Cl:19][C:20]1[CH:26]=[CH:25][CH:24]=[CH:23][C:21]=1[NH2:22], predict the reaction product. The product is: [Cl:19][C:20]1[CH:26]=[CH:25][CH:24]=[CH:23][C:21]=1[NH:22][C:16]([C:14]1[S:15][C:11]([C:3]2[C:2]([CH3:1])=[C:6]([C:7]([F:8])([F:9])[F:10])[O:5][N:4]=2)=[CH:12][CH:13]=1)=[O:18].